From a dataset of Full USPTO retrosynthesis dataset with 1.9M reactions from patents (1976-2016). Predict the reactants needed to synthesize the given product. (1) Given the product [CH3:21][O:22][C:23](=[O:24])[C:25]([O:19][N:18]=[C:17]([NH2:20])[C@@H:12]1[CH2:13][C@H:14]([F:16])[CH2:15][N:11]1[C:9]([O:8][CH2:1][C:2]1[CH:3]=[CH:4][CH:5]=[CH:6][CH:7]=1)=[O:10])=[CH:26][C:27]([O:29][CH3:30])=[O:28], predict the reactants needed to synthesize it. The reactants are: [CH2:1]([O:8][C:9]([N:11]1[CH2:15][C@@H:14]([F:16])[CH2:13][C@H:12]1[C:17]([NH2:20])=[N:18][OH:19])=[O:10])[C:2]1[CH:7]=[CH:6][CH:5]=[CH:4][CH:3]=1.[CH3:21][O:22][C:23]([C:25]#[C:26][C:27]([O:29][CH3:30])=[O:28])=[O:24]. (2) Given the product [Br:1][C:2]1[CH:3]=[C:4]2[C:9](=[CH:10][CH:11]=1)[N:8]=[CH:7][CH:6]=[C:5]2[O:27][C:25]1[CH:26]=[C:21]([OH:20])[CH:22]=[CH:23][C:24]=1[CH3:28], predict the reactants needed to synthesize it. The reactants are: [Br:1][C:2]1[CH:3]=[C:4]2[C:9](=[CH:10][CH:11]=1)[N:8]=[CH:7][CH:6]=[C:5]2Cl.C([O:20][C:21]1[CH:22]=[CH:23][C:24]([CH3:28])=[C:25]([OH:27])[CH:26]=1)C1C=CC=CC=1.C(=O)([O-])[O-].[K+].[K+].C1(SC)C=CC=CC=1. (3) Given the product [N:13]1([NH:8][C:1]([NH:3][CH2:7][C:6]2[CH:29]=[CH:28][CH:27]=[CH:4][N:5]=2)=[O:2])[C:21]2[C:16](=[CH:17][CH:18]=[CH:19][CH:20]=2)[CH:15]=[CH:14]1, predict the reactants needed to synthesize it. The reactants are: [C:1]([N:8]1C=CN=C1)([N:3]1[CH:7]=[CH:6][N:5]=[CH:4]1)=[O:2].[N:13]1(N)[C:21]2[C:16](=[CH:17][CH:18]=[CH:19][CH:20]=2)[CH:15]=[CH:14]1.CNC1C=[CH:29][CH:28]=[CH:27]N=1. (4) Given the product [Cl:1][C:2]1[CH:3]=[C:4]([C@@H:12]([CH2:16][CH:17]2[CH2:21][CH2:20][CH2:19][CH2:18]2)[C:13]([NH:39][C:36]2[CH:35]=[N:34][C:33]([NH:32][CH2:31][CH2:30][O:29][CH3:28])=[CH:38][N:37]=2)=[O:15])[CH:5]=[CH:6][C:7]=1[S:8]([CH3:11])(=[O:9])=[O:10], predict the reactants needed to synthesize it. The reactants are: [Cl:1][C:2]1[CH:3]=[C:4]([C@@H:12]([CH2:16][CH:17]2[CH2:21][CH2:20][CH2:19][CH2:18]2)[C:13]([OH:15])=O)[CH:5]=[CH:6][C:7]=1[S:8]([CH3:11])(=[O:10])=[O:9].C(Cl)(=O)C(Cl)=O.[CH3:28][O:29][CH2:30][CH2:31][NH:32][C:33]1[CH:38]=[N:37][C:36]([NH2:39])=[CH:35][N:34]=1.N1C(C)=CC=CC=1C. (5) Given the product [Cl:27][C:11]1[N:12]=[C:13]2[C:18](=[C:9]([C:1]34[CH2:8][CH2:7][C:4]([CH:5]=[CH:6]3)=[CH:3][CH2:2]4)[CH:10]=1)[NH:17][CH2:16][CH2:15][CH2:14]2, predict the reactants needed to synthesize it. The reactants are: [C:1]12([C:9]3[C:18]4[NH:17][CH2:16][CH2:15][CH2:14][C:13]=4[NH:12][C:11](=O)[CH:10]=3)[CH2:8][CH2:7][C:4]([CH:5]=[CH:6]1)=[CH:3][CH2:2]2.CN(C=O)C.S(Cl)([Cl:27])=O. (6) Given the product [CH3:38][S:39]([N:9]1[CH2:8][CH:7]=[C:6]([C:10]2[CH:11]=[C:12]([NH:16][C:17](=[O:28])[C:18]3[CH:23]=[CH:22][CH:21]=[C:20]([C:24]([F:25])([F:26])[F:27])[CH:19]=3)[CH:13]=[CH:14][CH:15]=2)[N:5]2[N:1]=[CH:2][CH:3]=[C:4]12)(=[O:41])=[O:40], predict the reactants needed to synthesize it. The reactants are: [N:1]1[N:5]2[C:6]([C:10]3[CH:11]=[C:12]([NH:16][C:17](=[O:28])[C:18]4[CH:23]=[CH:22][CH:21]=[C:20]([C:24]([F:27])([F:26])[F:25])[CH:19]=4)[CH:13]=[CH:14][CH:15]=3)=[CH:7][CH2:8][NH:9][C:4]2=[CH:3][CH:2]=1.C(N(C(C)C)CC)(C)C.[CH3:38][S:39](Cl)(=[O:41])=[O:40]. (7) Given the product [F:38][C:2]([F:1])([F:37])[C:3]1[CH:4]=[C:5]([C@H:13]([O:15][C@@H:16]2[C@@H:20]([C:21]3[CH:22]=[CH:23][C:24]([F:27])=[CH:25][CH:26]=3)[CH2:19][N:18]([C:28]3[CH2:32][CH2:31][C:30](=[O:33])[C:29]=3[CH2:34][C:35]([NH2:36])=[O:40])[CH2:17]2)[CH3:14])[CH:6]=[C:7]([C:9]([F:10])([F:11])[F:12])[CH:8]=1, predict the reactants needed to synthesize it. The reactants are: [F:1][C:2]([F:38])([F:37])[C:3]1[CH:4]=[C:5]([C@H:13]([O:15][C@@H:16]2[C@@H:20]([C:21]3[CH:26]=[CH:25][C:24]([F:27])=[CH:23][CH:22]=3)[CH2:19][N:18]([C:28]3[CH2:32][CH2:31][C:30](=[O:33])[C:29]=3[CH2:34][C:35]#[N:36])[CH2:17]2)[CH3:14])[CH:6]=[C:7]([C:9]([F:12])([F:11])[F:10])[CH:8]=1.C(=O)([O-])[O-:40].[K+].[K+]. (8) The reactants are: Br[C:2]1[C:3](=[O:10])[N:4]([CH3:9])[N:5]=[C:6]([Cl:8])[CH:7]=1.[CH3:11][S:12]([C:15]1[CH:16]=[CH:17][C:18]([NH2:21])=[N:19][CH:20]=1)(=[O:14])=[O:13].C1(P(C2C=CC=CC=2)C2C3OC4C(=CC=CC=4P(C4C=CC=CC=4)C4C=CC=CC=4)C(C)(C)C=3C=CC=2)C=CC=CC=1.C(=O)([O-])[O-].[Cs+].[Cs+]. Given the product [Cl:8][C:6]1[CH:7]=[C:2]([NH:21][C:18]2[CH:17]=[CH:16][C:15]([S:12]([CH3:11])(=[O:14])=[O:13])=[CH:20][N:19]=2)[C:3](=[O:10])[N:4]([CH3:9])[N:5]=1, predict the reactants needed to synthesize it. (9) Given the product [F:36][C:35]([F:37])([F:38])[C:34]([NH:33][C:30]1[CH:29]=[CH:28][C:27]([NH:26][C:2]2[C:11]3=[N:12][NH:13][CH:14]=[C:10]3[C:9]3[CH:8]=[C:7]([O:24][CH3:25])[CH:6]=[CH:5][C:4]=3[N:3]=2)=[CH:32][CH:31]=1)=[O:39], predict the reactants needed to synthesize it. The reactants are: Cl[C:2]1[C:11]2=[N:12][N:13](CC3C=CC(OC)=CC=3)[CH:14]=[C:10]2[C:9]2[CH:8]=[C:7]([O:24][CH3:25])[CH:6]=[CH:5][C:4]=2[N:3]=1.[NH2:26][C:27]1[CH:32]=[CH:31][C:30]([NH:33][C:34](=[O:39])[C:35]([F:38])([F:37])[F:36])=[CH:29][CH:28]=1.Cl.